From a dataset of NCI-60 drug combinations with 297,098 pairs across 59 cell lines. Regression. Given two drug SMILES strings and cell line genomic features, predict the synergy score measuring deviation from expected non-interaction effect. Drug 1: C(CCl)NC(=O)N(CCCl)N=O. Drug 2: CC1C(C(CC(O1)OC2CC(CC3=C2C(=C4C(=C3O)C(=O)C5=CC=CC=C5C4=O)O)(C(=O)C)O)N)O. Cell line: NCI-H522. Synergy scores: CSS=58.3, Synergy_ZIP=-2.32, Synergy_Bliss=2.06, Synergy_Loewe=2.86, Synergy_HSA=4.87.